Dataset: Reaction yield outcomes from USPTO patents with 853,638 reactions. Task: Predict the reaction yield, written as a fraction of the theoretical maximum amount of product (1.0 means a 100% yield; for example, 0.34 means a 34% yield). (1) The catalyst is O1CCCC1. The reactants are [Br:1][CH2:2][CH2:3][CH2:4][N:5]1[C:14]2[C:15]3[CH:16]=[CH:17][C:18]([O:23][CH3:24])=[CH:19][C:20]=3[C:21](=[O:22])[C:13]=2[C:12]2[C:7](=[CH:8][C:9]([N+:25]([O-])=O)=[CH:10][CH:11]=2)[C:6]1=[O:28].CO.C(OCC)(=O)C. The yield is 0.590. The product is [NH2:25][C:9]1[CH:8]=[C:7]2[C:12]([C:13]3[C:21](=[O:22])[C:20]4[CH:19]=[C:18]([O:23][CH3:24])[CH:17]=[CH:16][C:15]=4[C:14]=3[N:5]([CH2:4][CH2:3][CH2:2][Br:1])[C:6]2=[O:28])=[CH:11][CH:10]=1. (2) The reactants are CCN=C=NCCCN(C)C.Cl.[C:13]([O:16][C:17]1[CH:25]=[CH:24][C:23]([Cl:26])=[CH:22][C:18]=1[C:19]([OH:21])=O)(=[O:15])[CH3:14].Cl.[NH2:28][CH2:29][C:30]([NH:32][C:33]1[CH:38]=[C:37]([C:39]([F:42])([F:41])[F:40])[CH:36]=[C:35]([C:43]([F:46])([F:45])[F:44])[CH:34]=1)=[O:31].ON1C2C=CC=CC=2N=N1.Cl. The catalyst is CN(C)C=O. The product is [C:13]([O:16][C:17]1[CH:25]=[CH:24][C:23]([Cl:26])=[CH:22][C:18]=1[C:19]([NH:28][CH2:29][C:30](=[O:31])[NH:32][C:33]1[CH:38]=[C:37]([C:39]([F:42])([F:41])[F:40])[CH:36]=[C:35]([C:43]([F:44])([F:45])[F:46])[CH:34]=1)=[O:21])(=[O:15])[CH3:14]. The yield is 0.693.